Dataset: Forward reaction prediction with 1.9M reactions from USPTO patents (1976-2016). Task: Predict the product of the given reaction. (1) Given the reactants [C:1]([C:3]1[CH:4]=[C:5]([C:9]2[CH:14]=[CH:13][C:12]([O:15][CH3:16])=[C:11]([CH2:17][NH:18][CH:19]3[CH2:24][CH2:23][CH:22]([N:25]([CH3:33])[C:26](=[O:32])[O:27][C:28]([CH3:31])([CH3:30])[CH3:29])[CH2:21][CH2:20]3)[CH:10]=2)[CH:6]=[CH:7][CH:8]=1)#[N:2].[Cl:34][C:35]1[C:36]2[CH:46]=[CH:45][CH:44]=[CH:43][C:37]=2[S:38][C:39]=1[C:40](Cl)=[O:41], predict the reaction product. The product is: [Cl:34][C:35]1[C:36]2[CH:46]=[CH:45][CH:44]=[CH:43][C:37]=2[S:38][C:39]=1[C:40]([N:18]([CH2:17][C:11]1[CH:10]=[C:9]([C:5]2[CH:6]=[CH:7][CH:8]=[C:3]([C:1]#[N:2])[CH:4]=2)[CH:14]=[CH:13][C:12]=1[O:15][CH3:16])[CH:19]1[CH2:24][CH2:23][CH:22]([N:25]([CH3:33])[C:26](=[O:32])[O:27][C:28]([CH3:30])([CH3:29])[CH3:31])[CH2:21][CH2:20]1)=[O:41]. (2) Given the reactants Cl[C:2]1[N:7]=[CH:6][C:5]([N+:8]([O-:10])=[O:9])=[CH:4][N:3]=1.[OH:11][CH:12]1[CH2:16][CH2:15][NH:14][CH2:13]1.C(N(CC)CC)C, predict the reaction product. The product is: [N+:8]([C:5]1[CH:4]=[N:3][C:2]([N:14]2[CH2:15][CH2:16][CH:12]([OH:11])[CH2:13]2)=[N:7][CH:6]=1)([O-:10])=[O:9].